From a dataset of Forward reaction prediction with 1.9M reactions from USPTO patents (1976-2016). Predict the product of the given reaction. Given the reactants [CH3:26][S:25][C:16]1[C:15](C=C[C:15]2[C:16]([S:25][CH3:26])=[CH:17][C:18]3[C:23]([CH:24]=2)=[CH:22][CH:21]=[CH:20][CH:19]=3)=[CH:24][C:23]2[C:18](=[CH:19][CH:20]=[CH:21][CH:22]=2)[CH:17]=1.II.S([O-])(O)=O.[Na+], predict the reaction product. The product is: [CH:21]1[CH:22]=[C:23]2[C:18]([CH:17]=[C:16]3[S:25][C:26]4[C:15]5[C:16]([S:25][C:26]=4[C:15]3=[CH:24]2)=[CH:17][C:18]2[C:23](=[CH:22][CH:21]=[CH:20][CH:19]=2)[CH:24]=5)=[CH:19][CH:20]=1.